Dataset: Reaction yield outcomes from USPTO patents with 853,638 reactions. Task: Predict the reaction yield, written as a fraction of the theoretical maximum amount of product (1.0 means a 100% yield; for example, 0.34 means a 34% yield). The reactants are [F:1][C:2]1[CH:3]=[C:4]([C@:8]23[CH2:24][CH2:23][C:18]4([O:22][CH2:21][CH2:20][O:19]4)[C@@H:17]([CH3:25])[C@@H:9]2[CH2:10][CH2:11][C:12]2[C:16]3=[N:15][NH:14][CH:13]=2)[CH:5]=[CH:6][CH:7]=1.C(N(CC)CC)C.[CH3:33][N:34]([CH3:39])[S:35](Cl)(=[O:37])=[O:36]. The catalyst is C1(C)C=CC=CC=1. The product is [F:1][C:2]1[CH:3]=[C:4]([C@:8]23[CH2:24][CH2:23][C:18]4([O:22][CH2:21][CH2:20][O:19]4)[C@@H:17]([CH3:25])[C@@H:9]2[CH2:10][CH2:11][C:12]2[C:16]3=[N:15][N:14]([S:35]([N:34]([CH3:39])[CH3:33])(=[O:37])=[O:36])[CH:13]=2)[CH:5]=[CH:6][CH:7]=1. The yield is 0.960.